Regression. Given two drug SMILES strings and cell line genomic features, predict the synergy score measuring deviation from expected non-interaction effect. From a dataset of NCI-60 drug combinations with 297,098 pairs across 59 cell lines. (1) Drug 1: COC1=CC(=CC(=C1O)OC)C2C3C(COC3=O)C(C4=CC5=C(C=C24)OCO5)OC6C(C(C7C(O6)COC(O7)C8=CC=CS8)O)O. Drug 2: C1CC(C1)(C(=O)O)C(=O)O.[NH2-].[NH2-].[Pt+2]. Cell line: UACC62. Synergy scores: CSS=42.0, Synergy_ZIP=-11.2, Synergy_Bliss=-7.04, Synergy_Loewe=-4.83, Synergy_HSA=-1.82. (2) Drug 1: C1=C(C(=O)NC(=O)N1)N(CCCl)CCCl. Drug 2: CC1=C2C(C(=O)C3(C(CC4C(C3C(C(C2(C)C)(CC1OC(=O)C(C(C5=CC=CC=C5)NC(=O)OC(C)(C)C)O)O)OC(=O)C6=CC=CC=C6)(CO4)OC(=O)C)O)C)O. Cell line: HS 578T. Synergy scores: CSS=26.6, Synergy_ZIP=-9.24, Synergy_Bliss=-9.25, Synergy_Loewe=-27.1, Synergy_HSA=-8.17.